Task: Predict the reactants needed to synthesize the given product.. Dataset: Full USPTO retrosynthesis dataset with 1.9M reactions from patents (1976-2016) (1) Given the product [Br:1][C:2]1[CH:3]=[C:4]([F:11])[C:5]([O:10][CH3:12])=[C:6]([CH:9]=1)[CH:7]=[O:8], predict the reactants needed to synthesize it. The reactants are: [Br:1][C:2]1[CH:3]=[C:4]([F:11])[C:5]([OH:10])=[C:6]([CH:9]=1)[CH:7]=[O:8].[C:12](=O)([O-])[O-].[Ca+2].CI.O. (2) Given the product [Cl:22][C:23]1[CH:24]=[C:25]([NH:26][C:19]2[C:20]3[N:12]([CH2:11][CH2:10][OH:9])[CH:13]=[CH:14][C:15]=3[N:16]=[CH:17][N:18]=2)[CH:27]=[CH:28][C:29]=1[O:30][C:31]1[CH:41]=[CH:40][C:34]2[N:35]([CH3:39])[C:36]([CH3:38])=[N:37][C:33]=2[CH:32]=1, predict the reactants needed to synthesize it. The reactants are: C([O:9][CH2:10][CH2:11][N:12]1[C:20]2[C:19](Cl)=[N:18][CH:17]=[N:16][C:15]=2[CH:14]=[CH:13]1)(=O)C1C=CC=CC=1.[Cl:22][C:23]1[CH:24]=[C:25]([CH:27]=[CH:28][C:29]=1[O:30][C:31]1[CH:41]=[CH:40][C:34]2[N:35]([CH3:39])[C:36]([CH3:38])=[N:37][C:33]=2[CH:32]=1)[NH2:26].Cl.N1C=CC=CC=1.C(=O)([O-])O.[Na+].[OH-].[Na+]. (3) Given the product [F:17][C:14]1[CH:13]=[CH:12][C:11]([CH:8]2[N:7]([S:18]([C:21]3[CH:22]=[CH:23][C:24]([CH3:27])=[CH:25][CH:26]=3)(=[O:19])=[O:20])[CH:6]([CH2:5][CH2:4][CH2:3][CH2:2][CH2:28][N:29]3[CH:33]=[CH:32][N:31]=[CH:30]3)[CH2:10][CH2:9]2)=[CH:16][CH:15]=1, predict the reactants needed to synthesize it. The reactants are: Cl[CH:2]([CH3:28])[CH2:3][CH2:4][CH2:5][CH:6]1[CH2:10][CH2:9][CH:8]([C:11]2[CH:16]=[CH:15][C:14]([F:17])=[CH:13][CH:12]=2)[N:7]1[S:18]([C:21]1[CH:26]=[CH:25][C:24]([CH3:27])=[CH:23][CH:22]=1)(=[O:20])=[O:19].[NH:29]1[CH:33]=[CH:32][N:31]=[CH:30]1. (4) Given the product [CH2:14]([C:2]1[N:3]=[N+:4]([O-:12])[C:5]2[CH:11]=[CH:10][CH:9]=[CH:8][C:6]=2[N:7]=1)[CH3:15], predict the reactants needed to synthesize it. The reactants are: Cl[C:2]1[N:3]=[N+:4]([O-:12])[C:5]2[CH:11]=[CH:10][CH:9]=[CH:8][C:6]=2[N:7]=1.[Sn](CC)(CC)(CC)[CH2:14][CH3:15]. (5) Given the product [CH:21]1([CH2:20][N:16]([CH2:17][CH2:18][CH3:19])[C:8]2[N:7]=[CH:6][N:11]=[C:10]([C:12]([O:14][CH3:15])=[O:13])[CH:9]=2)[CH2:22][CH2:23]1, predict the reactants needed to synthesize it. The reactants are: C([O-])=O.[NH4+].Cl[C:6]1[N:11]=[C:10]([C:12]([O:14][CH3:15])=[O:13])[CH:9]=[C:8]([N:16]([CH2:20][CH:21]2[CH2:23][CH2:22]2)[CH2:17][CH2:18][CH3:19])[N:7]=1. (6) Given the product [CH:1]1([CH2:4][O:5][C:6]2[C:7]([C:27]3[C:26]4[C:21](=[CH:22][CH:23]=[CH:24][CH:25]=4)[C:20](=[O:38])[N:19]([CH3:18])[CH:28]=3)=[N:8][C:9]([S:12]([CH2:15][CH3:16])(=[O:14])=[O:13])=[CH:10][CH:11]=2)[CH2:3][CH2:2]1, predict the reactants needed to synthesize it. The reactants are: [CH:1]1([CH2:4][O:5][C:6]2[C:7](I)=[N:8][C:9]([S:12]([CH2:15][CH3:16])(=[O:14])=[O:13])=[CH:10][CH:11]=2)[CH2:3][CH2:2]1.[CH3:18][N:19]1[CH:28]=[C:27](B2OC(C)(C)C(C)(C)O2)[C:26]2[C:21](=[CH:22][CH:23]=[CH:24][CH:25]=2)[C:20]1=[O:38].[O-]P([O-])([O-])=O.[K+].[K+].[K+].